Dataset: NCI-60 drug combinations with 297,098 pairs across 59 cell lines. Task: Regression. Given two drug SMILES strings and cell line genomic features, predict the synergy score measuring deviation from expected non-interaction effect. (1) Drug 1: C1=C(C(=O)NC(=O)N1)N(CCCl)CCCl. Drug 2: CC1=C(C(=CC=C1)Cl)NC(=O)C2=CN=C(S2)NC3=CC(=NC(=N3)C)N4CCN(CC4)CCO. Cell line: UO-31. Synergy scores: CSS=29.3, Synergy_ZIP=-4.52, Synergy_Bliss=2.38, Synergy_Loewe=-11.7, Synergy_HSA=6.37. (2) Drug 1: C1CC(=O)NC(=O)C1N2C(=O)C3=CC=CC=C3C2=O. Drug 2: C1C(C(OC1N2C=NC3=C2NC=NCC3O)CO)O. Cell line: NCI/ADR-RES. Synergy scores: CSS=-0.343, Synergy_ZIP=-1.86, Synergy_Bliss=-6.66, Synergy_Loewe=-3.69, Synergy_HSA=-5.59. (3) Drug 1: C1CC(C1)(C(=O)O)C(=O)O.[NH2-].[NH2-].[Pt+2]. Drug 2: CN(C(=O)NC(C=O)C(C(C(CO)O)O)O)N=O. Cell line: MCF7. Synergy scores: CSS=3.24, Synergy_ZIP=1.11, Synergy_Bliss=4.77, Synergy_Loewe=1.29, Synergy_HSA=1.28. (4) Drug 1: CCC1=C2CN3C(=CC4=C(C3=O)COC(=O)C4(CC)O)C2=NC5=C1C=C(C=C5)O. Drug 2: CN(CC1=CN=C2C(=N1)C(=NC(=N2)N)N)C3=CC=C(C=C3)C(=O)NC(CCC(=O)O)C(=O)O. Cell line: SK-MEL-5. Synergy scores: CSS=17.8, Synergy_ZIP=-9.34, Synergy_Bliss=-1.98, Synergy_Loewe=-2.58, Synergy_HSA=0.570. (5) Drug 1: C1=NC2=C(N1)C(=S)N=CN2. Drug 2: CC1=C(C(=O)C2=C(C1=O)N3CC4C(C3(C2COC(=O)N)OC)N4)N. Cell line: 786-0. Synergy scores: CSS=42.3, Synergy_ZIP=-5.61, Synergy_Bliss=-1.37, Synergy_Loewe=-2.19, Synergy_HSA=-1.89. (6) Drug 1: COCCOC1=C(C=C2C(=C1)C(=NC=N2)NC3=CC=CC(=C3)C#C)OCCOC. Drug 2: CCC1(C2=C(COC1=O)C(=O)N3CC4=CC5=C(C=CC(=C5CN(C)C)O)N=C4C3=C2)O. Cell line: HT29. Synergy scores: CSS=78.1, Synergy_ZIP=8.62, Synergy_Bliss=8.34, Synergy_Loewe=7.82, Synergy_HSA=11.4. (7) Drug 1: CN(C)N=NC1=C(NC=N1)C(=O)N. Drug 2: CN(C(=O)NC(C=O)C(C(C(CO)O)O)O)N=O. Cell line: MALME-3M. Synergy scores: CSS=0.165, Synergy_ZIP=-0.110, Synergy_Bliss=-2.06, Synergy_Loewe=-3.83, Synergy_HSA=-4.41.